Dataset: Reaction yield outcomes from USPTO patents with 853,638 reactions. Task: Predict the reaction yield, written as a fraction of the theoretical maximum amount of product (1.0 means a 100% yield; for example, 0.34 means a 34% yield). (1) The reactants are [CH:1]([NH:4][C:5]([C@@H:7]1[CH2:12][CH2:11][C@H:10]([N:13]2[C:21]3[CH:20]=[C:19]([O:22][CH2:23][CH2:24][N:25]4[CH2:30][CH2:29][CH2:28][CH2:27][CH2:26]4)[N:18]=[CH:17][C:16]=3[NH:15]/[C:14]/2=[N:31]\[C:32]([C:34]2[CH:35]=[CH:36][C:37]3C=CS[C:38]=3[CH:42]=2)=[O:33])[CH2:9][CH2:8]1)=[O:6])([CH3:3])[CH3:2].[F:43][C:44]([F:56])([F:55])[O:45]C1C=C(C=CC=1)C(O)=O. The yield is 0.503. No catalyst specified. The product is [CH:1]([NH:4][C:5]([C@@H:7]1[CH2:8][CH2:9][C@H:10]([N:13]2[C:21]3[CH:20]=[C:19]([O:22][CH2:23][CH2:24][N:25]4[CH2:30][CH2:29][CH2:28][CH2:27][CH2:26]4)[N:18]=[CH:17][C:16]=3[NH:15]/[C:14]/2=[N:31]\[C:32](=[O:33])[C:34]2[CH:35]=[CH:36][CH:37]=[C:38]([O:45][C:44]([F:56])([F:55])[F:43])[CH:42]=2)[CH2:11][CH2:12]1)=[O:6])([CH3:2])[CH3:3]. (2) The reactants are [C:1]([N:5]1[C:9](=[O:10])[CH:8]=[CH:7][S:6]1(=[O:12])=[O:11])([CH3:4])([CH3:3])[CH3:2].[C:13]([O:17][C:18]([NH:20][C@@H:21]([CH2:26][C:27]1[CH:32]=[CH:31][C:30](I)=[C:29]([Cl:34])[CH:28]=1)[C:22]([O:24][CH3:25])=[O:23])=[O:19])([CH3:16])([CH3:15])[CH3:14].C(N(CC)CC)C. The catalyst is CCCC[N+](CCCC)(CCCC)CCCC.[Cl-].CN(C=O)C.C([O-])(=O)C.[Pd+2].C([O-])(=O)C. The product is [C:13]([O:17][C:18]([NH:20][C@@H:21]([CH2:26][C:27]1[CH:32]=[CH:31][C:30]([C:7]2[S:6](=[O:11])(=[O:12])[N:5]([C:1]([CH3:4])([CH3:2])[CH3:3])[C:9](=[O:10])[CH:8]=2)=[C:29]([Cl:34])[CH:28]=1)[C:22]([O:24][CH3:25])=[O:23])=[O:19])([CH3:16])([CH3:14])[CH3:15]. The yield is 0.230. (3) The yield is 0.500. The catalyst is C(O)C. The reactants are C(N(CC)CC)C.Cl.[F:9][C:10]1[CH:11]=[CH:12][C:13]2[N:14]([C:16]([C:19](=[NH:21])[NH2:20])=[CH:17][N:18]=2)[CH:15]=1.[C:22](/[C:24](=[CH:30]/OCC)/[C:25](OCC)=[O:26])#[N:23]. The product is [F:9][C:10]1[CH:11]=[CH:12][C:13]2[N:14]([C:16]([C:19]3[N:20]=[C:25]([OH:26])[C:24]([C:22]#[N:23])=[CH:30][N:21]=3)=[CH:17][N:18]=2)[CH:15]=1. (4) The reactants are [CH3:1][C:2]1[CH:7]=[CH:6][C:5]([S:8](Cl)(=[O:10])=[O:9])=[CH:4][CH:3]=1.CC([N:16]([CH:20]([CH2:24][OH:25])[CH:21]([CH3:23])[CH3:22])[C:17](=[O:19])[OH:18])(C)C.O. The catalyst is N1C=CC=CC=1. The product is [CH3:1][C:2]1[CH:7]=[CH:6][C:5]([S:8]([O:25][CH2:24][CH:20]([NH:16][C:17](=[O:19])[O:18][C:2]([CH3:7])([CH3:3])[CH3:1])[CH:21]([CH3:22])[CH3:23])(=[O:10])=[O:9])=[CH:4][CH:3]=1. The yield is 0.680. (5) The product is [CH:15]([N:4]1[C:3](=[O:18])[C:2]([NH:31][C:28]2[CH:27]=[CH:26][C:25]([N:19]3[CH2:24][CH2:23][O:22][CH2:21][CH2:20]3)=[CH:30][CH:29]=2)=[C:6]([C:7]2[CH:12]=[CH:11][CH:10]=[CH:9][CH:8]=2)[S:5]1(=[O:14])=[O:13])([CH3:17])[CH3:16]. The catalyst is CC#N. The yield is 0.700. The reactants are Cl[C:2]1[C:3](=[O:18])[N:4]([CH:15]([CH3:17])[CH3:16])[S:5](=[O:14])(=[O:13])[C:6]=1[C:7]1[CH:12]=[CH:11][CH:10]=[CH:9][CH:8]=1.[N:19]1([C:25]2[CH:30]=[CH:29][C:28]([NH2:31])=[CH:27][CH:26]=2)[CH2:24][CH2:23][O:22][CH2:21][CH2:20]1. (6) The reactants are Br[C:2]1[CH:3]=[C:4]([CH:8]2[CH2:17][C:16]([CH3:19])([CH3:18])[C:15]3[C:10](=[CH:11][CH:12]=[C:13]([S:20]([N:23]4[CH2:28][CH2:27][O:26][CH2:25][CH2:24]4)(=[O:22])=[O:21])[CH:14]=3)[NH:9]2)[CH:5]=[CH:6][CH:7]=1.[NH:29]1[CH2:34][CH2:33][NH:32][CH2:31][CH2:30]1.Cl.CN(C)CC(O)=O.C(=O)([O-])[O-].[K+].[K+]. The catalyst is CS(C)=O.[Cu]I. The product is [CH3:18][C:16]1([CH3:19])[C:15]2[C:10](=[CH:11][CH:12]=[C:13]([S:20]([N:23]3[CH2:28][CH2:27][O:26][CH2:25][CH2:24]3)(=[O:22])=[O:21])[CH:14]=2)[NH:9][CH:8]([C:4]2[CH:5]=[CH:6][CH:7]=[C:2]([N:29]3[CH2:34][CH2:33][NH:32][CH2:31][CH2:30]3)[CH:3]=2)[CH2:17]1. The yield is 0.330. (7) The reactants are C([O:8][C:9]1[CH:14]=[CH:13][C:12]([C:15]2[CH:23]=[C:22]3[C:18]([C:19]([C:24]4[CH:33]=[CH:32][C:31]5[C:26](=[CH:27][CH:28]=[CH:29][CH:30]=5)[CH:25]=4)=[N:20][NH:21]3)=[CH:17][CH:16]=2)=[CH:11][C:10]=1[O:34][CH3:35])C1C=CC=CC=1. The catalyst is C(OCC)(=O)C.C1C=CC=CC=1.CO.[Pd]. The product is [CH:25]1[C:26]2[C:31](=[CH:30][CH:29]=[CH:28][CH:27]=2)[CH:32]=[CH:33][C:24]=1[C:19]1[C:18]2[C:22](=[CH:23][C:15]([C:12]3[CH:13]=[CH:14][C:9]([OH:8])=[C:10]([O:34][CH3:35])[CH:11]=3)=[CH:16][CH:17]=2)[NH:21][N:20]=1. The yield is 0.400.